This data is from Forward reaction prediction with 1.9M reactions from USPTO patents (1976-2016). The task is: Predict the product of the given reaction. Given the reactants [H-].[Na+].[O:3]1[CH2:8][CH2:7][N:6]([CH2:9][CH2:10][CH2:11][OH:12])[CH2:5][CH2:4]1.Br[C:14]1[CH:23]=[C:22]([Br:24])[C:21]2[C:16](=[CH:17][CH:18]=[CH:19][CH:20]=2)[N:15]=1, predict the reaction product. The product is: [Br:24][C:22]1[C:21]2[C:16](=[CH:17][CH:18]=[CH:19][CH:20]=2)[N:15]=[C:14]([O:12][CH2:11][CH2:10][CH2:9][N:6]2[CH2:7][CH2:8][O:3][CH2:4][CH2:5]2)[CH:23]=1.